From a dataset of Experimentally validated miRNA-target interactions with 360,000+ pairs, plus equal number of negative samples. Binary Classification. Given a miRNA mature sequence and a target amino acid sequence, predict their likelihood of interaction. (1) The miRNA is hsa-miR-4317 with sequence ACAUUGCCAGGGAGUUU. The protein sequence of the target gene is MAGTARGCGTSLDLLRSLPRVSLANLKPSPNSRKRERRPRDRRRGRKCGRGHKGERQRGTRPRLGFEGGQTPFYIRIPKYGFNEGHSFRHQYQPLSLRRLQYLIDLGRVDPTQPIDLTQLVNGRGVTIQPLKRDYGVQLVEEGADTFQAKINIEVQLASELAIAAIEKNGGVVTTAFYDPRSLEILCKPIPFFLRGQPIPKRMLPPESLVPYYTDAKNRGYLADPAKFPEARLELAMKFGYVLPDITKDELFRMLSARKDPRQIFFGLAPGWVVNMADKKILKPTDENLLKYYSS. Result: 0 (no interaction). (2) The miRNA is mmu-miR-340-5p with sequence UUAUAAAGCAAUGAGACUGAUU. The protein sequence of the target gene is MEQTVLVPPGPDSFNFFTRESLAAIERRIAEEKAKNPKPDKKDDDENGPKPNSDLEAGKNLPFIYGDIPPEMVSEPLEDLDPYYINKKTFIVLNKGKAIFRFSATSALYILTPFNPLRKIAIKILVHSLFSMLIMCTILTNCVFMTMSNPPDWTKNVEYTFTGIYTFESLIKIIARGFCLEDFTFLRDPWNWLDFTVITFAYVTEFVDLGNVSALRTFRVLRALKTISVIPGLKTIVGALIQSVKKLSDVMILTVFCLSVFALIGLQLFMGNLRNKCVQWPPTNASLEEHSIEKNITMDY.... Result: 1 (interaction). (3) The miRNA is hsa-miR-454-5p with sequence ACCCUAUCAAUAUUGUCUCUGC. The protein sequence of the target gene is MEENMEEGQTQKGCFECCIKCLGGIPYASLIATILLYAGVALFCGCGHEALSGTVNILQTYFELARTAGDTLDVFTMIDIFKYVIYGIAAAFFVYGILLMVEGFFTTGAIKDLYGDFKITTCGRCVSAWFIMLTYLFMLAWLGVTAFTSLPVYMYFNVWTICRNTTLVEGANLCLDLRQFGIVTIGEEKKICTASENFLRMCESTELNMTFHLFIVALAGAGAAVIAMVHYLMVLSANWAYVKDACRMQKYEDIKSKEEQELHDIHSTRSKERLNAYT. Result: 0 (no interaction). (4) The miRNA is hsa-miR-520g-3p with sequence ACAAAGUGCUUCCCUUUAGAGUGU. The protein sequence of the target gene is MCPCPRHRGRGPPAVCGCGDARPGLRWAAAQVTALRLQALGDELHRRAMRRRARPRDPLPALLPALRARWPWLCAAAQVAALAAWLLGRRSA. Result: 0 (no interaction). (5) The miRNA is hsa-miR-508-5p with sequence UACUCCAGAGGGCGUCACUCAUG. The protein sequence of the target gene is MSDCCSAPGISWEAGVGRPAVPGLELQIRRGAMSEETVSESQFSLKTAALRVFDLPLTWYYSLSQIKFSPVAKKLFVVTAVSAISVIFLAHHFKRKRGKKKGKILPWEPEHLILEYTKRAASDKGSSCSSSRQNLTLSLSSTKDKGSQVCNYANGGLFSKYSGSAQSLASVQSVNSCHSCACGNSNSWDKADEDDIKLVNIPVTTPENLYLMGMELFEEALRRWEQALTFRNRQAEDEACGSIKLGAGDAIAEENVDDIISTEFIHKLEALLQRAYRLQEEFEATLGASDPNSLADDIDK.... Result: 1 (interaction). (6) The miRNA is hsa-miR-340-3p with sequence UCCGUCUCAGUUACUUUAUAGC. The protein sequence of the target gene is MERNDIINFKALEKELQAALTADEKYKRENAAKLRAVEQRVASYEEFRGIVLASHLKPLERKDKMGGKRTVPWNCHTIQGRTFQDVATEISPEKAPLQPETSADFYRDWRRHLPSGPERYQALLQLGGPRLGCLFQTDVGFGLLGELLVALADHVGPADRAAVLGILCSLASTGRFTLNLSLLSRAERESCKGLFQKLQAMGNPRSVKEGLSWEEQGLEEQSGGLQEEERLLQELLELYQVD. Result: 0 (no interaction). (7) The miRNA is mmu-miR-3099-3p with sequence UAGGCUAGAGAGAGGUUGGGGA. The protein sequence of the target gene is MGIMAASRPLSRFWEWGKNIVCVGRNYADHVREMRSAVLSEPVLFLKPSTAYAPEGSPILMPAYTRNLHHELELGVVMGKRCRAVPEAAAMDYVGGYALCLDMTARDVQDECKKKGLPWTLAKSFTASCPVSAFVPKEKIPDPHKLKLWLKVNGELRQEGETSSMIFSIPYIISYVSKIITLEEGDIILTGTPKGVGPVKENDEIEAGIHGLVSMTFKVEKPEY. Result: 0 (no interaction).